Task: Predict the reactants needed to synthesize the given product.. Dataset: Full USPTO retrosynthesis dataset with 1.9M reactions from patents (1976-2016) (1) Given the product [F:21][C:22]1[CH:30]=[C:29]2[C:25]([C:26]([C:40]3[CH:48]=[CH:47][C:43]4[NH:44][CH:45]=[N:46][C:42]=4[CH:41]=3)=[CH:27][NH:28]2)=[CH:24][CH:23]=1, predict the reactants needed to synthesize it. The reactants are: FC1C=C2C(C(I)=CN2S(C2C=CC=CC=2)(=O)=O)=CC=1.[F:21][C:22]1[CH:30]=[C:29]2[C:25]([C:26]([C:40]3[CH:48]=[CH:47][C:43]4[NH:44][CH:45]=[N:46][C:42]=4[CH:41]=3)=[CH:27][N:28]2S(C2C=CC=CC=2)(=O)=O)=[CH:24][CH:23]=1. (2) The reactants are: [CH2:1]([NH2:8])[C:2]1[CH:7]=[CH:6][CH:5]=[CH:4][CH:3]=1.C([O:12][C:13]1[CH:14]=[C:15]2[C:20](=[CH:21][C:22]=1[O:23][CH3:24])[N:19]=[CH:18][N:17]=[C:16]2Cl)(=O)C. Given the product [CH2:1]([NH:8][C:16]1[C:15]2[C:20](=[CH:21][C:22]([O:23][CH3:24])=[C:13]([OH:12])[CH:14]=2)[N:19]=[CH:18][N:17]=1)[C:2]1[CH:7]=[CH:6][CH:5]=[CH:4][CH:3]=1, predict the reactants needed to synthesize it. (3) Given the product [C:12]([O:16][C:17]([NH:2][C@H:3]1[CH2:7][C@@H:6]([C:8]([O:10][CH3:11])=[O:9])[CH:5]=[CH:4]1)=[O:18])([CH3:15])([CH3:14])[CH3:13], predict the reactants needed to synthesize it. The reactants are: Cl.[NH2:2][C@H:3]1[CH2:7][C@@H:6]([C:8]([O:10][CH3:11])=[O:9])[CH:5]=[CH:4]1.[C:12]([O:16][C:17](O[C:17]([O:16][C:12]([CH3:15])([CH3:14])[CH3:13])=[O:18])=[O:18])([CH3:15])([CH3:14])[CH3:13].C(N(CC)CC)C. (4) Given the product [CH2:27]([O:29][N:30]=[C:2]([Cl:1])[C:3]1[CH:22]=[CH:23][CH:24]=[CH:25][C:17]=1[CH2:16][O:9][C:10]1[CH:11]=[CH:12][CH:13]=[CH:14][CH:15]=1)[CH3:28], predict the reactants needed to synthesize it. The reactants are: [Cl:1][CH:2](Cl)[CH3:3].S(Cl)(Cl)=O.[O:9]([CH2:16][C:17]1[CH:25]=[CH:24][CH:23]=[CH:22]C=1C(O)=O)[C:10]1[CH:15]=[CH:14][CH:13]=[CH:12][CH:11]=1.Cl.[CH2:27]([O:29][NH2:30])[CH3:28].N1C=CC=CC=1.Cl.C1(P(C2C=CC=CC=2)C2C=CC=CC=2)C=CC=CC=1.C(Cl)(Cl)(Cl)Cl. (5) The reactants are: [Cl:1][C:2]1[CH:14]=[C:13]([C:15](OC)=[O:16])[CH:12]=[CH:11][C:3]=1[C:4]([O:6][C:7]([CH3:10])([CH3:9])[CH3:8])=[O:5].C(OC(C1C=CC(C(O)=O)=CC=1Cl)=O)(C)(C)C. Given the product [Cl:1][C:2]1[CH:14]=[C:13]([CH2:15][OH:16])[CH:12]=[CH:11][C:3]=1[C:4]([O:6][C:7]([CH3:10])([CH3:9])[CH3:8])=[O:5], predict the reactants needed to synthesize it. (6) The reactants are: [Si:1]([O:8][C@@H:9]1[C@@H:14]([CH3:15])[CH2:13][N:12]([C:16]2[C:21]([N+:22]([O-])=O)=[CH:20][N:19]=[CH:18][C:17]=2[CH3:25])[CH2:11][C@H:10]1[NH:26][C:27](=[O:33])[O:28][C:29]([CH3:32])([CH3:31])[CH3:30])([C:4]([CH3:7])([CH3:6])[CH3:5])([CH3:3])[CH3:2]. Given the product [NH2:22][C:21]1[CH:20]=[N:19][CH:18]=[C:17]([CH3:25])[C:16]=1[N:12]1[CH2:13][C@H:14]([CH3:15])[C@@H:9]([O:8][Si:1]([C:4]([CH3:7])([CH3:5])[CH3:6])([CH3:2])[CH3:3])[C@H:10]([NH:26][C:27](=[O:33])[O:28][C:29]([CH3:32])([CH3:31])[CH3:30])[CH2:11]1, predict the reactants needed to synthesize it. (7) Given the product [Cl:13][C:14]1[CH:22]=[C:21]([N+:23]([O-:25])=[O:24])[CH:20]=[CH:19][C:15]=1[CH2:16][OH:17], predict the reactants needed to synthesize it. The reactants are: C(N1C=CN=C1)(N1C=CN=C1)=O.[Cl:13][C:14]1[CH:22]=[C:21]([N+:23]([O-:25])=[O:24])[CH:20]=[CH:19][C:15]=1[C:16](O)=[O:17].[BH4-].[Na+].Cl. (8) Given the product [C:1]([C:3]1[CH:4]=[C:5]([N:10]([CH2:15][C:16]2[CH:21]=[CH:20][CH:19]=[C:18]([C:25]3[NH:24][N:23]=[CH:27][CH:26]=3)[CH:17]=2)[C:11](=[O:14])[CH2:12][CH3:13])[CH:6]=[C:7]([F:9])[CH:8]=1)#[N:2], predict the reactants needed to synthesize it. The reactants are: [C:1]([C:3]1[CH:4]=[C:5]([N:10]([CH2:15][C:16]2[CH:21]=[CH:20][CH:19]=[C:18](I)[CH:17]=2)[C:11](=[O:14])[CH2:12][CH3:13])[CH:6]=[C:7]([F:9])[CH:8]=1)#[N:2].[NH:23]1[CH:27]=[CH:26][C:25](B(O)O)=[N:24]1. (9) Given the product [CH3:1][S:2]([O:26][CH2:25][C:21]12[CH2:24][C:18]([O:17][CH2:16][C:15]3[CH:27]=[CH:28][CH:29]=[C:13]([O:6][C:7]4[CH:8]=[CH:9][CH:10]=[CH:11][CH:12]=4)[CH:14]=3)([CH2:19][CH2:20]1)[CH2:23][CH2:22]2)(=[O:4])=[O:3], predict the reactants needed to synthesize it. The reactants are: [CH3:1][S:2](Cl)(=[O:4])=[O:3].[O:6]([C:13]1[CH:14]=[C:15]([CH:27]=[CH:28][CH:29]=1)[CH2:16][O:17][C:18]12[CH2:24][C:21]([CH2:25][OH:26])([CH2:22][CH2:23]1)[CH2:20][CH2:19]2)[C:7]1[CH:12]=[CH:11][CH:10]=[CH:9][CH:8]=1.CCN(CC)CC.